From a dataset of NCI-60 drug combinations with 297,098 pairs across 59 cell lines. Regression. Given two drug SMILES strings and cell line genomic features, predict the synergy score measuring deviation from expected non-interaction effect. (1) Drug 1: CS(=O)(=O)CCNCC1=CC=C(O1)C2=CC3=C(C=C2)N=CN=C3NC4=CC(=C(C=C4)OCC5=CC(=CC=C5)F)Cl. Drug 2: N.N.Cl[Pt+2]Cl. Cell line: KM12. Synergy scores: CSS=28.2, Synergy_ZIP=-6.06, Synergy_Bliss=-1.34, Synergy_Loewe=-3.12, Synergy_HSA=-0.700. (2) Drug 1: CCCCC(=O)OCC(=O)C1(CC(C2=C(C1)C(=C3C(=C2O)C(=O)C4=C(C3=O)C=CC=C4OC)O)OC5CC(C(C(O5)C)O)NC(=O)C(F)(F)F)O. Drug 2: C1=NC2=C(N1)C(=S)N=CN2. Cell line: EKVX. Synergy scores: CSS=61.5, Synergy_ZIP=-5.18, Synergy_Bliss=-5.51, Synergy_Loewe=-4.42, Synergy_HSA=-3.11. (3) Drug 1: CC1OCC2C(O1)C(C(C(O2)OC3C4COC(=O)C4C(C5=CC6=C(C=C35)OCO6)C7=CC(=C(C(=C7)OC)O)OC)O)O. Drug 2: C1=C(C(=O)NC(=O)N1)N(CCCl)CCCl. Cell line: NCI-H226. Synergy scores: CSS=17.5, Synergy_ZIP=-6.82, Synergy_Bliss=-3.17, Synergy_Loewe=-3.18, Synergy_HSA=0.267. (4) Drug 1: C1C(C(OC1N2C=C(C(=O)NC2=O)F)CO)O. Drug 2: C(CN)CNCCSP(=O)(O)O. Cell line: LOX IMVI. Synergy scores: CSS=13.5, Synergy_ZIP=-9.38, Synergy_Bliss=-3.23, Synergy_Loewe=-40.6, Synergy_HSA=-5.66. (5) Drug 1: B(C(CC(C)C)NC(=O)C(CC1=CC=CC=C1)NC(=O)C2=NC=CN=C2)(O)O. Cell line: SK-OV-3. Drug 2: CC1=C(C(=CC=C1)Cl)NC(=O)C2=CN=C(S2)NC3=CC(=NC(=N3)C)N4CCN(CC4)CCO. Synergy scores: CSS=63.2, Synergy_ZIP=-4.28, Synergy_Bliss=-5.94, Synergy_Loewe=-3.07, Synergy_HSA=-0.641.